From a dataset of Forward reaction prediction with 1.9M reactions from USPTO patents (1976-2016). Predict the product of the given reaction. (1) Given the reactants [F:1][C:2]([F:34])([F:33])[C:3]1[CH:8]=[CH:7][C:6](/[CH:9]=[CH:10]/[C:11]2[O:12][CH:13]=[C:14]([CH2:16][O:17][C:18]3[CH:23]=[CH:22][C:21]([CH2:24][CH2:25][CH2:26][CH2:27][N:28]4[CH:32]=[CH:31][N:30]=[N:29]4)=[CH:20][CH:19]=3)[N:15]=2)=[CH:5][CH:4]=1.O.[C:36]1([S:42]([OH:45])(=[O:44])=[O:43])[CH:41]=[CH:40][CH:39]=[CH:38][CH:37]=1, predict the reaction product. The product is: [C:36]1([S:42]([OH:45])(=[O:44])=[O:43])[CH:41]=[CH:40][CH:39]=[CH:38][CH:37]=1.[F:34][C:2]([F:1])([F:33])[C:3]1[CH:4]=[CH:5][C:6](/[CH:9]=[CH:10]/[C:11]2[O:12][CH:13]=[C:14]([CH2:16][O:17][C:18]3[CH:23]=[CH:22][C:21]([CH2:24][CH2:25][CH2:26][CH2:27][N:28]4[CH:32]=[CH:31][N:30]=[N:29]4)=[CH:20][CH:19]=3)[N:15]=2)=[CH:7][CH:8]=1. (2) Given the reactants [CH2:1]([O:4][C:5]1[CH:10]=[CH:9][C:8]([C:11]2[CH:12]=[CH:13][C:14]([CH2:17]O)=[N:15][CH:16]=2)=[C:7]([C:19]([F:22])([F:21])[F:20])[CH:6]=1)[CH2:2][CH3:3].S([O-])(=O)(=O)C.[F:28][C:29]1[C:34]([F:35])=[CH:33][CH:32]=[CH:31][C:30]=1[C:36]1[N:44]=[C:39]2[CH:40]=[N:41][NH:42][CH:43]=[C:38]2[N:37]=1, predict the reaction product. The product is: [F:28][C:29]1[C:34]([F:35])=[CH:33][CH:32]=[CH:31][C:30]=1[C:36]1[N:44]=[C:39]2[CH:40]=[N:41][N:42]([CH2:17][C:14]3[CH:13]=[CH:12][C:11]([C:8]4[CH:9]=[CH:10][C:5]([O:4][CH2:1][CH2:2][CH3:3])=[CH:6][C:7]=4[C:19]([F:22])([F:21])[F:20])=[CH:16][N:15]=3)[CH:43]=[C:38]2[N:37]=1. (3) Given the reactants [CH2:1]([N:3]1[CH2:8][C:7]([CH2:11][CH3:12])([CH2:9][CH3:10])[O:6][C:5](=[O:13])[CH:4]1[CH2:14][C:15]([O:17]C(C)(C)C)=[O:16])[CH3:2].FC(F)(F)C(O)=O, predict the reaction product. The product is: [CH2:1]([N:3]1[CH2:8][C:7]([CH2:9][CH3:10])([CH2:11][CH3:12])[O:6][C:5](=[O:13])[CH:4]1[CH2:14][C:15]([OH:17])=[O:16])[CH3:2].